Dataset: Drug-target binding data from BindingDB using IC50 measurements. Task: Regression. Given a target protein amino acid sequence and a drug SMILES string, predict the binding affinity score between them. We predict pIC50 (pIC50 = -log10(IC50 in M); higher means more potent). Dataset: bindingdb_ic50. The small molecule is COc1ccc(C23c4ccccc4C(=O)N2CCN3C(=O)c2cc(F)c(F)c(F)c2)cc1C. The target protein (P08911) has sequence MEGESYNESTVNGTPVNHQALERHGLWEVITIAVVTAVVSLMTIVGNVLVMISFKVNSQLKTVNNYYLLSLACADLIIGIFSMNLYTTYILMGRWVLGSLACDLWLALDYVASNASVMNLLVISFDRYFSITRPLTYRAKRTPKRAGIMIGLAWLVSFILWAPAILCWQYLVGKRTVPPDECQIQFLSEPTITFGTAIAAFYIPVSVMTILYCRIYRETEKRTKDLADLQGSDSVAEAKKREPAQRTLLRSFFSCPRPSLAQRERNQASWSSSRRSTSTTGKTTQATDLSADWEKAEQVTTCSSYPSSEDEAKPTTDPVFQMVYKSEAKESPGKESNTQETKETVVNTRTENSDYDTPKYFLSPAAAHRLKSQKCVAYKFRLVVKADGTQETNNGCRKVKIMPCSFPVSKDPSTKGPDPNLSHQMTKRKRMVLVKERKAAQTLSAILLAFIITWTPYNIMVLVSTFCDKCVPVTLWHLGYWLCYVNSTINPICYALCNRT.... The pIC50 is 6.0.